From a dataset of Full USPTO retrosynthesis dataset with 1.9M reactions from patents (1976-2016). Predict the reactants needed to synthesize the given product. (1) Given the product [F:2][C:3]1[CH:8]=[CH:7][C:6]([N:9]2[C:30]([C:32]3[CH:42]=[C:41]([CH3:43])[C:35]4[O:36][CH2:37][C:38](=[O:40])[NH:39][C:34]=4[CH:33]=3)=[CH:29][C:28]([C:27]([F:46])([F:45])[F:26])=[N:10]2)=[C:5]([CH3:11])[CH:4]=1, predict the reactants needed to synthesize it. The reactants are: Cl.[F:2][C:3]1[CH:8]=[CH:7][C:6]([NH:9][NH2:10])=[C:5]([CH3:11])[CH:4]=1.C(N(CC)CC)C.FC(F)(F)C(O)=O.[F:26][C:27]([F:46])([F:45])[C:28](=O)[CH2:29][C:30]([C:32]1[CH:42]=[C:41]([CH3:43])[C:35]2[O:36][CH2:37][C:38](=[O:40])[NH:39][C:34]=2[CH:33]=1)=O. (2) Given the product [Br:1][C:2]1[CH:11]=[C:10]([CH2:12][N:15]2[CH2:16][CH2:17][CH2:18][S:14]2(=[O:20])=[O:19])[CH:9]=[CH:8][C:3]=1[C:4]([O:6][CH3:7])=[O:5], predict the reactants needed to synthesize it. The reactants are: [Br:1][C:2]1[CH:11]=[C:10]([CH2:12]Br)[CH:9]=[CH:8][C:3]=1[C:4]([O:6][CH3:7])=[O:5].[S:14]1(=[O:20])(=[O:19])[CH2:18][CH2:17][CH2:16][NH:15]1. (3) Given the product [CH3:31][O:30][C:26]1[CH:25]=[C:24]([CH:29]=[CH:28][CH:27]=1)[CH2:23][N:17]1[C:9]2=[N:8][C:7]([N:1]3[CH2:6][CH2:5][O:4][CH2:3][CH2:2]3)=[CH:12][C:11](=[O:13])[N:10]2[CH2:14][CH2:15][C@H:16]1[C:18]([F:20])([F:21])[F:19], predict the reactants needed to synthesize it. The reactants are: [N:1]1([C:7]2[N:8]=[C:9]3[NH:17][C@H:16]([C:18]([F:21])([F:20])[F:19])[CH2:15][CH2:14][N:10]3[C:11](=[O:13])[CH:12]=2)[CH2:6][CH2:5][O:4][CH2:3][CH2:2]1.Cl[CH2:23][C:24]1[CH:29]=[CH:28][CH:27]=[C:26]([O:30][CH3:31])[CH:25]=1.C(=O)([O-])[O-].[Cs+].[Cs+].C(#N)C. (4) Given the product [CH3:6][O:7][C:8]1[CH:9]=[C:10]2[C:15](=[C:16]3[CH2:20][C:19]([CH3:22])([CH3:21])[O:18][C:17]=13)[C:14]([C:23]1[CH:28]=[CH:27][N:26]=[C:25]([N:34]3[CH:33]=[CH:38][CH:37]=[CH:3][C:2]3=[O:5])[CH:24]=1)=[N:13][C:12]([CH3:31])([CH3:30])[CH2:11]2, predict the reactants needed to synthesize it. The reactants are: Br.[C:2]([OH:5])(=O)[CH3:3].[CH3:6][O:7][C:8]1[CH:9]=[C:10]2[C:15](=[C:16]3[CH2:20][C:19]([CH3:22])([CH3:21])[O:18][C:17]=13)[C:14]([C:23]1[CH:28]=[CH:27][N+:26]([O-])=[CH:25][CH:24]=1)=[N:13][C:12]([CH3:31])([CH3:30])[CH2:11]2.Cl[C:33]1[CH:38]=[CH:37]C=C[N:34]=1.N. (5) Given the product [CH2:1]([C:5]1([CH2:28][CH2:29][CH2:30][CH3:31])[NH:11][CH:10]([C:12]2[CH:13]=[CH:14][CH:15]=[CH:16][CH:17]=2)[C:9]2[CH:18]=[C:19]([O:24][CH3:25])[C:20]([CH:22]=[O:23])=[CH:21][C:8]=2[S:7](=[O:26])(=[O:27])[CH2:6]1)[CH2:2][CH2:3][CH3:4], predict the reactants needed to synthesize it. The reactants are: [CH2:1]([C:5]1([CH2:28][CH2:29][CH2:30][CH3:31])[NH:11][CH:10]([C:12]2[CH:17]=[CH:16][CH:15]=[CH:14][CH:13]=2)[C:9]2[CH:18]=[C:19]([O:24][CH3:25])[C:20]([CH2:22][OH:23])=[CH:21][C:8]=2[S:7](=[O:27])(=[O:26])[CH2:6]1)[CH2:2][CH2:3][CH3:4].CC(OI1(OC(C)=O)(OC(C)=O)OC(=O)C2C=CC=CC1=2)=O.